Dataset: Reaction yield outcomes from USPTO patents with 853,638 reactions. Task: Predict the reaction yield, written as a fraction of the theoretical maximum amount of product (1.0 means a 100% yield; for example, 0.34 means a 34% yield). (1) The reactants are [F:1][C:2]1[CH:7]=[CH:6][C:5]([C:8]2[N:13]=[C:12]([C:14]3[C:22]4[C:17](=[CH:18][CH:19]=[C:20]([C:23]5[O:27][C:26]([NH:28]CC6C=CC(OC)=CC=6)=[N:25][N:24]=5)[CH:21]=4)[N:16](S(C4C=CC(C)=CC=4)(=O)=O)[CH:15]=3)[CH:11]=[N:10][CH:9]=2)=[CH:4][CH:3]=1.FC1C=CC(C2N=C(C3C4C(=CC=C(C5OC(N)=NN=5)C=4)N(S(C4C=CC(C)=CC=4)(=O)=O)C=3)C=NC=2)=CC=1.[OH-].[Na+]. The catalyst is C(O)(C(F)(F)F)=O.O1CCOCC1. The product is [F:1][C:2]1[CH:7]=[CH:6][C:5]([C:8]2[N:13]=[C:12]([C:14]3[C:22]4[C:17](=[CH:18][CH:19]=[C:20]([C:23]5[O:27][C:26]([NH2:28])=[N:25][N:24]=5)[CH:21]=4)[NH:16][CH:15]=3)[CH:11]=[N:10][CH:9]=2)=[CH:4][CH:3]=1. The yield is 0.273. (2) The reactants are [Br:1][C:2]1[CH:11]=[CH:10][C:9]2[N:8]=[CH:7][C:6]3S[N:13]=[C:14]([C:15]4[CH:20]=[CH:19][C:18]([C:21]([CH3:25])([CH3:24])[C:22]#[N:23])=[CH:17][CH:16]=4)[C:5]=3[C:4]=2[CH:3]=1.[N:26]1C=CC=C(B(O)O)C=1.C([O-])([O-])=O.[Na+].[Na+]. The catalyst is CN(C=O)C.O.C1C=CC([P]([Pd]([P](C2C=CC=CC=2)(C2C=CC=CC=2)C2C=CC=CC=2)([P](C2C=CC=CC=2)(C2C=CC=CC=2)C2C=CC=CC=2)[P](C2C=CC=CC=2)(C2C=CC=CC=2)C2C=CC=CC=2)(C2C=CC=CC=2)C2C=CC=CC=2)=CC=1. The product is [Br:1][C:2]1[CH:11]=[CH:10][C:9]2[N:8]=[CH:7][C:6]3[NH:26][N:13]=[C:14]([C:15]4[CH:20]=[CH:19][C:18]([C:21]([CH3:25])([CH3:24])[C:22]#[N:23])=[CH:17][CH:16]=4)[C:5]=3[C:4]=2[CH:3]=1. The yield is 0.370. (3) The reactants are [C:1]([C:4]1[C:12]2[C:7](=[CH:8][CH:9]=[CH:10][CH:11]=2)[N:6]([C:13]2[CH:14]=[C:15]([C:19]#[C:20][CH:21]([OH:27])[C:22](OCC)=[O:23])[CH:16]=[CH:17][CH:18]=2)[N:5]=1)(=[O:3])[NH2:2].[CH3:28][NH:29][CH3:30]. The product is [CH3:28][N:29]([CH3:30])[C:22]([CH:21]([OH:27])[C:20]#[C:19][C:15]1[CH:14]=[C:13]([N:6]2[C:7]3[C:12](=[CH:11][CH:10]=[CH:9][CH:8]=3)[C:4]([C:1]([NH2:2])=[O:3])=[N:5]2)[CH:18]=[CH:17][CH:16]=1)=[O:23]. No catalyst specified. The yield is 0.100. (4) The reactants are [CH3:1][C:2]1[C:7]2[C:8]([CH2:11]O)=[N:9][S:10][C:6]=2[CH:5]=[C:4]([CH3:13])[CH:3]=1.C1C=CC(P(C2C=CC=CC=2)C2C=CC=CC=2)=CC=1.C(Br)(Br)(Br)[Br:34]. The catalyst is C(Cl)Cl. The product is [Br:34][CH2:11][C:8]1[C:7]2[C:2]([CH3:1])=[CH:3][C:4]([CH3:13])=[CH:5][C:6]=2[S:10][N:9]=1. The yield is 0.680. (5) The reactants are [Cl:1][C:2]1[CH:7]=[CH:6][C:5]([S:8]([NH:11][CH:12]2[CH2:17][CH2:16][CH2:15][CH:14]([CH3:18])[CH2:13]2)(=[O:10])=[O:9])=[CH:4][CH:3]=1.Br[CH2:20][C:21]1[CH:30]=[CH:29][C:24]([C:25]([O:27][CH3:28])=[O:26])=[CH:23][CH:22]=1.C(=O)([O-])[O-].[Cs+].[Cs+].O. The catalyst is C(#N)C. The product is [Cl:1][C:2]1[CH:7]=[CH:6][C:5]([S:8]([N:11]([CH2:20][C:21]2[CH:30]=[CH:29][C:24]([C:25]([O:27][CH3:28])=[O:26])=[CH:23][CH:22]=2)[CH:12]2[CH2:17][CH2:16][CH2:15][CH:14]([CH3:18])[CH2:13]2)(=[O:10])=[O:9])=[CH:4][CH:3]=1. The yield is 0.920. (6) The reactants are [CH2:1]([O:8][C:9]1[CH:28]=[C:27]([Cl:29])[C:12]([CH2:13][C@@H:14]2[CH2:18][CH2:17][N:16]([N:19]3[CH2:24][CH2:23][CH:22]([OH:25])[CH2:21][CH2:20]3)[C:15]2=[O:26])=[C:11]([Cl:30])[CH:10]=1)[C:2]1[CH:7]=[CH:6][CH:5]=[CH:4][CH:3]=1.N1C=CC=CC=1.[CH:37]([Si:40](OS(C(F)(F)F)(=O)=O)([CH:44]([CH3:46])[CH3:45])[CH:41]([CH3:43])[CH3:42])([CH3:39])[CH3:38]. The catalyst is ClCCl. The product is [CH2:1]([O:8][C:9]1[CH:10]=[C:11]([Cl:30])[C:12]([CH2:13][C@@H:14]2[CH2:18][CH2:17][N:16]([N:19]3[CH2:20][CH2:21][CH:22]([O:25][Si:40]([CH:44]([CH3:46])[CH3:45])([CH:41]([CH3:43])[CH3:42])[CH:37]([CH3:39])[CH3:38])[CH2:23][CH2:24]3)[C:15]2=[O:26])=[C:27]([Cl:29])[CH:28]=1)[C:2]1[CH:7]=[CH:6][CH:5]=[CH:4][CH:3]=1. The yield is 0.720. (7) The reactants are [F:1][C:2]1[CH:7]=[CH:6][C:5]([Mg]Br)=[CH:4][CH:3]=1.Cl[CH2:11][C:12]1[CH:20]=[C:19]([C:21]#[N:22])[CH:18]=[CH:17][C:13]=1[C:14](Cl)=[O:15].[CH3:23][N:24]([CH3:30])[CH2:25][CH2:26][CH2:27][Mg]Cl.O. The catalyst is C1(C)C=CC=CC=1. The product is [CH3:23][N:24]([CH3:30])[CH2:25][CH2:26][CH2:27][C:14]1([C:5]2[CH:6]=[CH:7][C:2]([F:1])=[CH:3][CH:4]=2)[C:13]2[C:12](=[CH:20][C:19]([C:21]#[N:22])=[CH:18][CH:17]=2)[CH2:11][O:15]1. The yield is 0.560. (8) The reactants are Br[CH2:2][CH2:3][CH2:4][N:5]1[C:9]2[CH:10]=[CH:11][C:12]([CH:14]=[O:15])=[CH:13][C:8]=2[NH:7][C:6]1=[O:16].[OH:17][C:18]([C:35]1[S:36][CH:37]=[CH:38][CH:39]=1)([C:30]1[S:31][CH:32]=[CH:33][CH:34]=1)[C:19]([O:21][C@H:22]1[CH2:27][CH2:26][C@H:25]([NH:28][CH3:29])[CH2:24][CH2:23]1)=[O:20].C(N(CC)CC)C. The catalyst is C(#N)C.C1COCC1. The product is [OH:17][C:18]([C:30]1[S:31][CH:32]=[CH:33][CH:34]=1)([C:35]1[S:36][CH:37]=[CH:38][CH:39]=1)[C:19]([O:21][C@H:22]1[CH2:23][CH2:24][C@H:25]([N:28]([CH2:2][CH2:3][CH2:4][N:5]2[C:9]3[CH:10]=[CH:11][C:12]([CH:14]=[O:15])=[CH:13][C:8]=3[NH:7][C:6]2=[O:16])[CH3:29])[CH2:26][CH2:27]1)=[O:20]. The yield is 0.360. (9) The reactants are [C:1]([O:5][C:6]([C@@H:8]1[CH2:12][CH2:11][CH:10]([OH:13])[N:9]1[C:14]([O:16][C:17]([CH3:20])([CH3:19])[CH3:18])=[O:15])=[O:7])([CH3:4])([CH3:3])[CH3:2].[CH3:21][C:22]1C=CC(S([O-])(=O)=O)=CC=1.C1C=C[NH+]=CC=1. The catalyst is CCO. The product is [C:1]([O:5][C:6]([C@@H:8]1[CH2:12][CH2:11][CH:10]([O:13][CH2:21][CH3:22])[N:9]1[C:14]([O:16][C:17]([CH3:20])([CH3:19])[CH3:18])=[O:15])=[O:7])([CH3:4])([CH3:3])[CH3:2]. The yield is 0.960. (10) The reactants are [F:1][C:2]1[CH:30]=[C:29]([N+:31]([O-])=O)[CH:28]=[CH:27][C:3]=1[O:4][C:5]1[CH:10]=[CH:9][N:8]=[C:7]2[CH:11]=[C:12]([C:14]3[CH:26]=[CH:25][C:17]([CH2:18][N:19]4[CH2:23][CH2:22][CH2:21][C:20]4=[O:24])=[CH:16][CH:15]=3)[S:13][C:6]=12.[Cl-].[NH4+]. The catalyst is CCO.O.[Fe]. The product is [NH2:31][C:29]1[CH:28]=[CH:27][C:3]([O:4][C:5]2[CH:10]=[CH:9][N:8]=[C:7]3[CH:11]=[C:12]([C:14]4[CH:26]=[CH:25][C:17]([CH2:18][N:19]5[CH2:23][CH2:22][CH2:21][C:20]5=[O:24])=[CH:16][CH:15]=4)[S:13][C:6]=23)=[C:2]([F:1])[CH:30]=1. The yield is 1.00.